From a dataset of Catalyst prediction with 721,799 reactions and 888 catalyst types from USPTO. Predict which catalyst facilitates the given reaction. (1) Reactant: C[O:2][C:3]([C:5]1[S:6][C:7]([CH2:10][CH:11]([C:22]2[CH:27]=[CH:26][C:25]([C:28]([CH3:31])([CH3:30])[CH3:29])=[CH:24][CH:23]=2)[C:12](=[O:21])[NH:13][C:14]2[CH:19]=[CH:18][C:17]([I:20])=[CH:16][CH:15]=2)=[CH:8][CH:9]=1)=[O:4].O.[OH-].[Na+]. Product: [C:28]([C:25]1[CH:24]=[CH:23][C:22]([CH:11]([C:12](=[O:21])[NH:13][C:14]2[CH:15]=[CH:16][C:17]([I:20])=[CH:18][CH:19]=2)[CH2:10][C:7]2[S:6][C:5]([C:3]([OH:4])=[O:2])=[CH:9][CH:8]=2)=[CH:27][CH:26]=1)([CH3:31])([CH3:29])[CH3:30]. The catalyst class is: 83. (2) Reactant: [OH-].[Na+].C[O:4][C:5]([C:7]1[CH:11]=[C:10]([Br:12])[N:9]([CH:13]([CH3:15])[CH3:14])[C:8]=1[CH:16]([NH:24][C:25]1[CH:30]=[CH:29][C:28]([F:31])=[C:27]([Cl:32])[CH:26]=1)[C:17]1[CH:22]=[CH:21][C:20]([Cl:23])=[CH:19][CH:18]=1)=[O:6]. Product: [Br:12][C:10]1[N:9]([CH:13]([CH3:15])[CH3:14])[C:8]([CH:16]([NH:24][C:25]2[CH:30]=[CH:29][C:28]([F:31])=[C:27]([Cl:32])[CH:26]=2)[C:17]2[CH:22]=[CH:21][C:20]([Cl:23])=[CH:19][CH:18]=2)=[C:7]([C:5]([OH:6])=[O:4])[CH:11]=1. The catalyst class is: 36. (3) Reactant: [Cl:1][C:2]1[CH:7]=[CH:6][CH:5]=[CH:4][C:3]=1[N:8]([CH3:28])[C:9]([C:11]1[S:27][C:14]2[C:15]3[CH:23]=[C:22]([C:24]([NH2:26])=[O:25])[CH:21]=[CH:20][C:16]=3[O:17][CH2:18][CH2:19][C:13]=2[CH:12]=1)=[O:10].[C:29](O)([C:31](F)(F)F)=O.C([SiH](CC)CC)C.C(=O)C. Product: [Cl:1][C:2]1[CH:7]=[CH:6][CH:5]=[CH:4][C:3]=1[N:8]([CH3:28])[C:9]([C:11]1[S:27][C:14]2[C:15]3[CH:23]=[C:22]([C:24]([NH:26][CH2:29][CH3:31])=[O:25])[CH:21]=[CH:20][C:16]=3[O:17][CH2:18][CH2:19][C:13]=2[CH:12]=1)=[O:10]. The catalyst class is: 23. (4) Reactant: [C:1](Cl)(=[O:5])[CH2:2][CH2:3][CH3:4].[Br:7][C:8]1[C:16]([F:17])=[C:15]2[C:11]([C:12]([NH2:18])=[N:13][NH:14]2)=[C:10]([F:19])[C:9]=1[F:20]. Product: [Br:7][C:8]1[C:16]([F:17])=[C:15]2[C:11]([C:12]([NH:18][C:1](=[O:5])[CH2:2][CH2:3][CH3:4])=[N:13][NH:14]2)=[C:10]([F:19])[C:9]=1[F:20]. The catalyst class is: 17. (5) Reactant: [CH3:1][O:2][CH2:3][CH2:4][O:5][C:6]1[CH:7]=[C:8]2[C:13](=[CH:14][C:15]=1[O:16][CH2:17][CH2:18][O:19][CH3:20])[N:12]=[CH:11][CH:10]=[C:9]2[OH:21].[F:22][C:23]1[CH:24]=[C:25]([N+:30]([O-:32])=[O:31])[CH:26]=[CH:27][C:28]=1F.C(=O)([O-])[O-].[Cs+].[Cs+]. Product: [F:22][C:23]1[CH:24]=[C:25]([N+:30]([O-:32])=[O:31])[CH:26]=[CH:27][C:28]=1[O:21][C:9]1[C:8]2[C:13](=[CH:14][C:15]([O:16][CH2:17][CH2:18][O:19][CH3:20])=[C:6]([O:5][CH2:4][CH2:3][O:2][CH3:1])[CH:7]=2)[N:12]=[CH:11][CH:10]=1. The catalyst class is: 3. (6) Reactant: [NH:1]1[CH2:6][CH2:5][CH:4]([O:7][C:8]2[S:9][C:10]3[CH:16]=[C:15]([CH:17]4[CH2:22][CH2:21][N:20]([C:23]([O:25][C:26]([CH3:29])([CH3:28])[CH3:27])=[O:24])[CH2:19][CH2:18]4)[CH:14]=[CH:13][C:11]=3[N:12]=2)[CH2:3][CH2:2]1.[Cl:30][C:31]1[CH:32]=[N:33][C:34](I)=[N:35][CH:36]=1.C(=O)([O-])[O-].[K+].[K+]. The catalyst class is: 18. Product: [Cl:30][C:31]1[CH:32]=[N:33][C:34]([N:1]2[CH2:6][CH2:5][CH:4]([O:7][C:8]3[S:9][C:10]4[CH:16]=[C:15]([CH:17]5[CH2:22][CH2:21][N:20]([C:23]([O:25][C:26]([CH3:29])([CH3:28])[CH3:27])=[O:24])[CH2:19][CH2:18]5)[CH:14]=[CH:13][C:11]=4[N:12]=3)[CH2:3][CH2:2]2)=[N:35][CH:36]=1. (7) Reactant: [CH:1]12[NH:7][CH:4]([CH2:5][CH2:6]1)[CH2:3][CH:2]2[CH2:8][N:9]1[C:17]2[C:12](=[CH:13][C:14]([C:18]3[CH:19]=[N:20][N:21]([CH:23]4[CH2:28][CH2:27][CH2:26][CH2:25][O:24]4)[CH:22]=3)=[CH:15][CH:16]=2)[CH:11]=[CH:10]1.C(N(CC)CC)C.[C:36](Cl)(=[O:43])[C:37]1[CH:42]=[CH:41][CH:40]=[CH:39][CH:38]=1.C(OCC)(=O)C.CCCCCC. Product: [C:37]1([C:36]([N:7]2[CH:4]3[CH2:5][CH2:6][CH:1]2[CH:2]([CH2:8][N:9]2[C:17]4[C:12](=[CH:13][C:14]([C:18]5[CH:19]=[N:20][N:21]([CH:23]6[CH2:28][CH2:27][CH2:26][CH2:25][O:24]6)[CH:22]=5)=[CH:15][CH:16]=4)[CH:11]=[CH:10]2)[CH2:3]3)=[O:43])[CH:42]=[CH:41][CH:40]=[CH:39][CH:38]=1. The catalyst class is: 4. (8) Reactant: [NH2:1][CH2:2][C:3]([NH:5][CH3:6])=[O:4].C[S:8][C:9]([C:11]1[CH:12]=[N:13][CH:14]=[CH:15][CH:16]=1)=S. Product: [CH3:6][NH:5][C:3](=[O:4])[CH2:2][NH:1][C:9]([C:11]1[CH:12]=[N:13][CH:14]=[CH:15][CH:16]=1)=[S:8]. The catalyst class is: 10. (9) Reactant: C[O:2][C:3]([C:5]1[CH:6]=[C:7]([C:17]2[CH:22]=[CH:21][CH:20]=[CH:19][CH:18]=2)[CH:8]=[C:9]([N:11]2[CH2:15][CH2:14][CH2:13][C:12]2=[O:16])[CH:10]=1)=[O:4].[Li+].[OH-].O. Product: [O:16]=[C:12]1[CH2:13][CH2:14][CH2:15][N:11]1[C:9]1[CH:10]=[C:5]([C:3]([OH:4])=[O:2])[CH:6]=[C:7]([C:17]2[CH:22]=[CH:21][CH:20]=[CH:19][CH:18]=2)[CH:8]=1. The catalyst class is: 12. (10) Reactant: [CH:1]1([CH2:4][O:5][C@H:6]2[C@H:14]([CH3:15])[O:13][C:12](=[O:16])[C@@H:11]([NH:17][C:18](=[O:28])[C:19]3[C:24]([OH:25])=[C:23]([O:26][CH3:27])[CH:22]=[CH:21][N:20]=3)[CH2:10][CH2:9][CH2:8][C@@H:7]2[CH2:29][C:30]2[CH:35]=[CH:34][C:33]([O:36][CH3:37])=[CH:32][CH:31]=2)[CH2:3][CH2:2]1.CCN(CC)CC.[CH3:45][O:46][CH2:47][CH2:48][C:49](Cl)=[O:50]. Product: [CH3:45][O:46][CH2:47][CH2:48][C:49]([O:25][C:24]1[C:19]([C:18](=[O:28])[NH:17][C@H:11]2[CH2:10][CH2:9][CH2:8][C@H:7]([CH2:29][C:30]3[CH:31]=[CH:32][C:33]([O:36][CH3:37])=[CH:34][CH:35]=3)[C@@H:6]([O:5][CH2:4][CH:1]3[CH2:3][CH2:2]3)[C@H:14]([CH3:15])[O:13][C:12]2=[O:16])=[N:20][CH:21]=[CH:22][C:23]=1[O:26][CH3:27])=[O:50]. The catalyst class is: 79.